Predict the product of the given reaction. From a dataset of Forward reaction prediction with 1.9M reactions from USPTO patents (1976-2016). Given the reactants Cl[C:2]1[N:3]=[C:4]([N:13]2[CH2:18][CH2:17][O:16][CH2:15][CH2:14]2)[C:5]2[S:10][C:9](I)=[C:8]([CH3:12])[C:6]=2[N:7]=1.C([O:21][C:22]([C:24]1[CH:25]=[N:26][CH:27]=[C:28](B2OC(C)(C)C(C)(C)O2)[CH:29]=1)=[O:23])C.[NH2:39][C:40]1[N:45]=[CH:44][C:43](B2OC(C)(C)C(C)(C)O2)=[CH:42][N:41]=1, predict the reaction product. The product is: [NH2:39][C:40]1[N:45]=[CH:44][C:43]([C:2]2[N:3]=[C:4]([N:13]3[CH2:18][CH2:17][O:16][CH2:15][CH2:14]3)[C:5]3[S:10][C:9]([C:28]4[CH:27]=[N:26][CH:25]=[C:24]([CH:29]=4)[C:22]([OH:21])=[O:23])=[C:8]([CH3:12])[C:6]=3[N:7]=2)=[CH:42][N:41]=1.